Dataset: Catalyst prediction with 721,799 reactions and 888 catalyst types from USPTO. Task: Predict which catalyst facilitates the given reaction. (1) Reactant: [C:1]([C:3]1[CH:4]=[C:5]2[C:10](=[CH:11][CH:12]=1)[CH2:9][CH:8]([NH:13][C:14]([C:16]1[CH:21]=[CH:20][C:19]([C:22]3[CH:27]=[CH:26][C:25]([F:28])=[CH:24][CH:23]=3)=[CH:18][CH:17]=1)=[O:15])[CH2:7][CH2:6]2)#[N:2].[H-].[Na+].[CH3:31]I.O. Product: [C:1]([C:3]1[CH:4]=[C:5]2[C:10](=[CH:11][CH:12]=1)[CH2:9][CH:8]([N:13]([CH3:31])[C:14]([C:16]1[CH:21]=[CH:20][C:19]([C:22]3[CH:23]=[CH:24][C:25]([F:28])=[CH:26][CH:27]=3)=[CH:18][CH:17]=1)=[O:15])[CH2:7][CH2:6]2)#[N:2]. The catalyst class is: 3. (2) Reactant: Br[C:2]1[CH:41]=[CH:40][C:5]([CH2:6][CH:7]([NH:30][S:31]([C:34]2[CH:39]=[CH:38][CH:37]=[CH:36][N:35]=2)(=[O:33])=[O:32])[C:8]2[N:13]=[C:12]([N:14]([CH2:22][C:23]([O:25][C:26]([CH3:29])([CH3:28])[CH3:27])=[O:24])[C:15]([O:17][C:18]([CH3:21])([CH3:20])[CH3:19])=[O:16])[CH:11]=[CH:10][CH:9]=2)=[CH:4][CH:3]=1.Br[C:43]1[CH:44]=[C:45]([O:49][CH2:50][CH3:51])[CH:46]=[CH:47][CH:48]=1.C(OC1C=CC=CC=1B(O)O)C.C(=O)([O-])[O-].[Na+].[Na+]. Product: [C:18]([O:17][C:15]([N:14]([CH2:22][C:23]([O:25][C:26]([CH3:29])([CH3:27])[CH3:28])=[O:24])[C:12]1[CH:11]=[CH:10][CH:9]=[C:8]([CH:7]([CH2:6][C:5]2[CH:4]=[CH:3][C:2]([C:44]3[CH:43]=[CH:48][CH:47]=[CH:46][C:45]=3[O:49][CH2:50][CH3:51])=[CH:41][CH:40]=2)[NH:30][S:31]([C:34]2[CH:39]=[CH:38][CH:37]=[CH:36][N:35]=2)(=[O:32])=[O:33])[N:13]=1)=[O:16])([CH3:19])([CH3:21])[CH3:20]. The catalyst class is: 73. (3) Reactant: [CH3:1][O:2][C:3](=[O:39])[CH2:4][CH2:5][NH:6][C:7](=[O:38])[C:8]1[CH:13]=[CH:12][C:11]([CH:14]([O:22]C2C=CC(B3OC(C)(C)C(C)(C)O3)=CC=2)[CH2:15][CH2:16][CH2:17][C:18]([F:21])([F:20])[F:19])=[CH:10][CH:9]=1.Br[C:41]1[C:46]([C:47]([CH3:50])([CH3:49])[CH3:48])=[CH:45][C:44]([C:51]([CH3:54])([CH3:53])[CH3:52])=[CH:43][C:42]=1[C:55]([CH3:58])([CH3:57])[CH3:56].[F-].[K+]. The catalyst class is: 11. Product: [CH3:1][O:2][C:3](=[O:39])[CH2:4][CH2:5][NH:6][C:7](=[O:38])[C:8]1[CH:13]=[CH:12][C:11]([CH:14]([O:22][C:41]2[C:46]([C:47]([CH3:50])([CH3:49])[CH3:48])=[CH:45][C:44]([C:51]([CH3:54])([CH3:53])[CH3:52])=[CH:43][C:42]=2[C:55]([CH3:58])([CH3:57])[CH3:56])[CH2:15][CH2:16][CH2:17][C:18]([F:20])([F:21])[F:19])=[CH:10][CH:9]=1.